Dataset: Reaction yield outcomes from USPTO patents with 853,638 reactions. Task: Predict the reaction yield, written as a fraction of the theoretical maximum amount of product (1.0 means a 100% yield; for example, 0.34 means a 34% yield). (1) The reactants are [C:1]([C:4]1[CH:9]=[CH:8][C:7]([Cl:10])=[CH:6][C:5]=1[NH:11][C:12](=O)[C:13]([O:15][CH2:16][CH3:17])=[O:14])(=[O:3])[NH2:2].C[Si](Cl)(C)C. The catalyst is ClCCCl. The product is [Cl:10][C:7]1[CH:6]=[C:5]2[C:4]([C:1]([OH:3])=[N:2][C:12]([C:13]([O:15][CH2:16][CH3:17])=[O:14])=[N:11]2)=[CH:9][CH:8]=1. The yield is 0.630. (2) The reactants are [OH:1][C@@H:2]([CH2:12][C:13]([N:15]1[CH2:22][CH2:21][C:18]2([CH2:20][CH2:19]2)[C@H:17]([OH:23])[CH2:16]1)=[O:14])[CH2:3][N:4]1[CH2:9][CH2:8][NH:7][C@@H:6]([CH3:10])[C:5]1=[O:11].[Cl:24][C:25]1[CH:30]=[C:29]([N:31]=[C:32]=[O:33])[CH:28]=[CH:27][C:26]=1[C:34]([F:37])([F:36])[F:35]. No catalyst specified. The product is [Cl:24][C:25]1[CH:30]=[C:29]([NH:31][C:32]([N:7]2[CH2:8][CH2:9][N:4]([CH2:3][C@@H:2]([OH:1])[CH2:12][C:13]([N:15]3[CH2:22][CH2:21][C:18]4([CH2:19][CH2:20]4)[C@H:17]([OH:23])[CH2:16]3)=[O:14])[C:5](=[O:11])[C@@H:6]2[CH3:10])=[O:33])[CH:28]=[CH:27][C:26]=1[C:34]([F:37])([F:36])[F:35]. The yield is 0.360. (3) The reactants are Cl.[OH:2][NH2:3].C(=O)([O-])[O-].[Na+].[Na+].[O:10]1[C:14]2([CH2:19][CH2:18][CH2:17][CH2:16][CH2:15]2)[O:13][CH2:12][C@@H:11]1[CH:20]=O. The catalyst is O.C1COCC1. The product is [O:10]1[C:14]2([CH2:19][CH2:18][CH2:17][CH2:16][CH2:15]2)[O:13][CH2:12][C@@H:11]1[CH:20]=[N:3][OH:2]. The yield is 0.990. (4) The reactants are C([O:8][C:9]1[C:14](=[O:15])[C:13]([CH:16]([O:21][CH3:22])[C:17]([F:20])([F:19])[F:18])=[CH:12][NH:11][C:10]=1[CH3:23])C1C=CC=CC=1. The catalyst is CO.[Pd]. The product is [OH:8][C:9]1[C:14](=[O:15])[C:13]([CH:16]([O:21][CH3:22])[C:17]([F:18])([F:19])[F:20])=[CH:12][NH:11][C:10]=1[CH3:23]. The yield is 0.610. (5) The reactants are CC1C=CC(S(O[CH2:12][CH:13]2[CH2:17][C:16]3[CH:18]=[CH:19][CH:20]=[C:21](Br)[C:15]=3[O:14]2)(=O)=O)=CC=1.[CH:23]([C:26]1[CH:31]=[CH:30][CH:29]=[CH:28][C:27]=1B1OC(C)(C)C(C)(C)O1)([CH3:25])[CH3:24].C(=O)([O-])[O-].[K+].[K+].CC1C=CC(S(OCC2CC3C(C4C=CC=CC=4)=CC=CC=3O2)(=O)=O)=CC=1.CC1C=CC(S(OCC2CC3C=CC=C(C4C=CC=CC=4C(C)C)C=3O2)(=O)=O)=CC=1.S(C1C=CC(C)=CC=1)([O-])(=O)=O.[N-:115]=[N+]=[N-].[Na+].N(CC1CC2C=C(Cl)C=C(C3C=CSC=3)C=2O1)=[N+]=[N-].N(CC1CC2C=CC=C(C3C=CC=CC=3C(C)C)C=2O1)=[N+]=[N-].[N-]=[N+]=[N-]. The catalyst is [Pd].CC1C=CC=CC=1[P](C1C=CC=CC=1C)([Pd](Cl)(Cl)[P](C1=C(C)C=CC=C1)(C1C=CC=CC=1C)C1C=CC=CC=1C)C1C=CC=CC=1C. The product is [CH:23]([C:26]1[CH:31]=[CH:30][CH:29]=[CH:28][C:27]=1[C:21]1[C:15]2[O:14][CH:13]([CH2:12][NH2:115])[CH2:17][C:16]=2[CH:18]=[CH:19][CH:20]=1)([CH3:25])[CH3:24]. The yield is 0.560. (6) The reactants are [Cl:1][C:2]1[N:7]=[C:6]([CH2:8][C:9]([C:11]2[CH:12]=[C:13]([NH:18][C:19](=[O:24])[O:20][CH2:21][CH:22]=[CH2:23])[CH:14]=[CH:15][C:16]=2[F:17])=O)[CH:5]=[CH:4][N:3]=1.[CH2:25]1C(=O)N(Br)C(=O)C1.[CH3:33][CH:34]([CH3:38])[C:35](=[S:37])[NH2:36]. No catalyst specified. The product is [Cl:1][C:2]1[N:7]=[C:6]([C:8]2[S:37][C:35]([C:34]([CH3:25])([CH3:38])[CH3:33])=[N:36][C:9]=2[C:11]2[CH:12]=[C:13]([NH:18][C:19](=[O:24])[O:20][CH2:21][CH:22]=[CH2:23])[CH:14]=[CH:15][C:16]=2[F:17])[CH:5]=[CH:4][N:3]=1. The yield is 0.449. (7) The catalyst is C(#N)C.C([O-])(=O)C.[Pd+2].C([O-])(=O)C. The yield is 0.160. The product is [CH3:1][O:2][C:3]1[CH:4]=[C:5]([NH:11][S:12]([C:15]2[CH:20]=[CH:19][C:18](/[CH:33]=[CH:36]/[CH2:37][CH2:38][NH:39][C:40](=[O:51])[CH2:41][O:42][CH2:43][C:44]3[CH:45]=[CH:46][C:47]([F:50])=[CH:48][CH:49]=3)=[CH:17][CH:16]=2)(=[O:14])=[O:13])[CH:6]=[CH:7][C:8]=1[O:9][CH3:10]. The reactants are [CH3:1][O:2][C:3]1[CH:4]=[C:5]([NH:11][S:12]([C:15]2[CH:20]=[CH:19][C:18](I)=[CH:17][CH:16]=2)(=[O:14])=[O:13])[CH:6]=[CH:7][C:8]=1[O:9][CH3:10].C(N(CC)CC)C.NC1C=C[C:33]([C:36]#[C:37][CH2:38][NH:39][C:40](=[O:51])[CH2:41][O:42][CH2:43][C:44]2[CH:49]=[CH:48][C:47]([F:50])=[CH:46][CH:45]=2)=CC=1. (8) The reactants are [F:1][C:2]([F:16])([F:15])[CH2:3][O:4][C:5]1[CH:10]=[CH:9][C:8]([CH2:11][C:12]([OH:14])=[O:13])=[CH:7][CH:6]=1.C[Si]([N-][Si](C)(C)C)(C)C.[Na+].[Cl:27][CH2:28][CH2:29][CH2:30][CH2:31]I. No catalyst specified. The product is [Cl:27][CH2:28][CH2:29][CH2:30][CH2:31][CH:11]([C:8]1[CH:7]=[CH:6][C:5]([O:4][CH2:3][C:2]([F:15])([F:16])[F:1])=[CH:10][CH:9]=1)[C:12]([OH:14])=[O:13]. The yield is 0.520.